From a dataset of Full USPTO retrosynthesis dataset with 1.9M reactions from patents (1976-2016). Predict the reactants needed to synthesize the given product. (1) Given the product [ClH:18].[F:15][C:12]1([F:16])[CH2:13][CH2:14][CH:9]([CH2:8][NH2:7])[CH2:10][CH2:11]1, predict the reactants needed to synthesize it. The reactants are: C(OC(=O)[NH:7][CH2:8][CH:9]1[CH2:14][CH2:13][C:12]([F:16])([F:15])[CH2:11][CH2:10]1)(C)(C)C.[ClH:18].CC(O)=O. (2) Given the product [CH2:1]([O:3][C:4](=[O:27])[CH2:5][C:6]1[CH:7]=[C:8]([C:13]2[CH:18]=[CH:17][C:16]([C:19]([F:20])([F:22])[F:21])=[CH:15][C:14]=2[CH2:23][N:24]([C:28](=[O:30])[CH3:29])[CH2:25][CH3:26])[CH:9]=[C:10]([Cl:12])[CH:11]=1)[CH3:2], predict the reactants needed to synthesize it. The reactants are: [CH2:1]([O:3][C:4](=[O:27])[CH2:5][C:6]1[CH:7]=[C:8]([C:13]2[CH:18]=[CH:17][C:16]([C:19]([F:22])([F:21])[F:20])=[CH:15][C:14]=2[CH2:23][NH:24][CH2:25][CH3:26])[CH:9]=[C:10]([Cl:12])[CH:11]=1)[CH3:2].[C:28](Cl)(=[O:30])[CH3:29]. (3) Given the product [CH2:1]([N:8]1[C:27](=[O:28])[NH:26][C:25](=[O:30])[N:11]([C:12]2[CH:13]=[N:14][N:15]([CH2:17][C:18]3[C:19]([CH3:24])=[N:20][O:21][C:22]=3[CH3:23])[CH:16]=2)[C:9]1=[O:10])[C:2]1[CH:7]=[CH:6][CH:5]=[CH:4][CH:3]=1, predict the reactants needed to synthesize it. The reactants are: [CH2:1]([NH:8][C:9]([NH:11][C:12]1[CH:13]=[N:14][N:15]([CH2:17][C:18]2[C:19]([CH3:24])=[N:20][O:21][C:22]=2[CH3:23])[CH:16]=1)=[O:10])[C:2]1[CH:7]=[CH:6][CH:5]=[CH:4][CH:3]=1.[C:25](=[O:30])=[N:26][C:27](Cl)=[O:28]. (4) Given the product [Cl:26][C:23]1[CH:24]=[CH:25][C:20]([C:18]([NH:17][CH:13]([CH2:12][C:7]2[C:5]3[C:4](=[CH:3][CH:2]=[CH:1][CH:6]=3)[NH:11][C:9](=[O:10])[CH:8]=2)[C:14]([O:16][CH2:8][CH2:9][NH:11][CH2:4][C:28]2[O:27][C:31]3[CH:32]=[CH:33][CH:34]=[CH:35][C:30]=3[N:29]=2)=[O:15])=[O:19])=[CH:21][CH:22]=1, predict the reactants needed to synthesize it. The reactants are: [CH:1]1[CH:2]=[CH:3][C:4]2[NH:11][C:9](=[O:10])[CH:8]=[C:7]([CH2:12][CH:13]([NH:17][C:18]([C:20]3[CH:21]=[CH:22][C:23]([Cl:26])=[CH:24][CH:25]=3)=[O:19])[C:14]([OH:16])=[O:15])[C:5]=2[CH:6]=1.[O:27]1[C:31]2[CH:32]=[CH:33][CH:34]=[CH:35][C:30]=2[N:29]=[C:28]1N(CCCl)C. (5) Given the product [CH2:3]([O:5][C:6]([C:8]1[CH:17]=[C:11]2[C:12](=[O:16])[N:13]([CH2:19][CH:20]3[CH2:22][CH2:21]3)[CH2:14][CH2:15][N:10]2[N:9]=1)=[O:7])[CH3:4], predict the reactants needed to synthesize it. The reactants are: [H-].[Na+].[CH2:3]([O:5][C:6]([C:8]1[CH:17]=[C:11]2[C:12](=[O:16])[NH:13][CH2:14][CH2:15][N:10]2[N:9]=1)=[O:7])[CH3:4].Br[CH2:19][CH:20]1[CH2:22][CH2:21]1. (6) The reactants are: [CH:1]1([CH:6]=O)[CH2:5][CH2:4][CH2:3][CH2:2]1.[C:8]([S@@:12]([NH2:14])=[O:13])([CH3:11])([CH3:10])[CH3:9].[CH3:15][Mg]Br.[Cl-].[NH4+]. Given the product [CH:1]1([C@H:6]([NH:14][S@:12]([C:8]([CH3:11])([CH3:10])[CH3:9])=[O:13])[CH3:15])[CH2:5][CH2:4][CH2:3][CH2:2]1, predict the reactants needed to synthesize it. (7) Given the product [S:17]1[CH:18]=[CH:19][N:20]=[C:16]1[N:15]1[CH:25]=[C:26]([C:28]2[S:29][CH:30]=[CH:31][N:32]=2)[N:21]=[C:14]1[C:13]1[CH:12]=[CH:11][C:10]([N:1]2[C:5]3=[N:6][CH:7]=[CH:8][CH:9]=[C:4]3[CH:3]=[CH:2]2)=[CH:23][CH:22]=1, predict the reactants needed to synthesize it. The reactants are: [N:1]1([C:10]2[CH:23]=[CH:22][C:13]([C:14]([NH2:21])=[N:15][C:16]3[S:17][CH:18]=[CH:19][N:20]=3)=[CH:12][CH:11]=2)[C:5]2=[N:6][CH:7]=[CH:8][CH:9]=[C:4]2[CH:3]=[CH:2]1.Br[CH2:25][C:26]([C:28]1[S:29][CH:30]=[CH:31][N:32]=1)=O.C([O-])(O)=O.[Na+]. (8) Given the product [Cl:25][C:14]1[C:15]2[CH:20]=[C:19]3[N:18]([CH2:8][CH2:9][O:24][C:21]3([CH3:22])[CH3:23])[C:16]=2[N:17]=[C:12]([Cl:11])[N:13]=1, predict the reactants needed to synthesize it. The reactants are: C(=O)([O-])[O-].[Cs+].[Cs+].Br[CH2:8][CH2:9]Br.[Cl:11][C:12]1[N:13]=[C:14]([Cl:25])[C:15]2[CH:20]=[C:19]([C:21]([OH:24])([CH3:23])[CH3:22])[NH:18][C:16]=2[N:17]=1. (9) The reactants are: [OH:1][C:2]1[CH:12]=[CH:11][C:5]([CH:6]=[CH:7][C:8]([OH:10])=[O:9])=[CH:4][C:3]=1[O:13][CH3:14].[CH2:15](O)[CH:16]=[CH2:17]. Given the product [OH:1][C:2]1[CH:12]=[CH:11][C:5]([CH:6]=[CH:7][C:8]([O:10][CH2:17][CH:16]=[CH2:15])=[O:9])=[CH:4][C:3]=1[O:13][CH3:14], predict the reactants needed to synthesize it.